Dataset: Catalyst prediction with 721,799 reactions and 888 catalyst types from USPTO. Task: Predict which catalyst facilitates the given reaction. (1) Reactant: [CH2:1]([C:3]1[CH:8]=[C:7]([CH3:9])[CH:6]=[C:5]([CH2:10][CH3:11])[C:4]=1[C:12]1[C:13](=[O:23])[N:14]([CH3:22])[N:15]=[C:16]([CH3:21])[C:17]=1S(C)=O)[CH3:2].CS(C)=[O:26].[OH-].C([N+](CCCC)(CCCC)CCCC)CCC.Cl. Product: [CH2:1]([C:3]1[CH:8]=[C:7]([CH3:9])[CH:6]=[C:5]([CH2:10][CH3:11])[C:4]=1[C:12]1[C:13](=[O:23])[N:14]([CH3:22])[N:15]=[C:16]([CH3:21])[C:17]=1[OH:26])[CH3:2]. The catalyst class is: 6. (2) Reactant: I[C:2]1[C:7](=[O:8])[N:6]2[C:9]([CH3:13])=[CH:10][CH:11]=[CH:12][C:5]2=[N:4][C:3]=1[CH:14]([NH:17][C:18]1[N:26]=[CH:25][N:24]=[C:23]2[C:19]=1[N:20]=[CH:21][NH:22]2)[CH2:15][CH3:16].[F:27][C:28]1[CH:29]=[C:30](B(O)O)[CH:31]=[C:32]([F:34])[CH:33]=1.C(=O)([O-])[O-].[Na+].[Na+]. Product: [F:27][C:28]1[CH:29]=[C:30]([C:2]2[C:7](=[O:8])[N:6]3[C:9]([CH3:13])=[CH:10][CH:11]=[CH:12][C:5]3=[N:4][C:3]=2[CH:14]([NH:17][C:18]2[N:26]=[CH:25][N:24]=[C:23]3[C:19]=2[N:20]=[CH:21][NH:22]3)[CH2:15][CH3:16])[CH:31]=[C:32]([F:34])[CH:33]=1. The catalyst class is: 667. (3) Reactant: [Br:1][C:2]1[CH:7]=[CH:6][C:5]([NH:8][C:9](=[O:20])[C:10]2[CH:15]=[CH:14][C:13](Cl)=[C:12]([N+:17]([O-:19])=[O:18])[CH:11]=2)=[CH:4][CH:3]=1.[SH:21][C:22]1[CH:27]=[CH:26][C:25]([OH:28])=[CH:24][CH:23]=1.C(=O)([O-])[O-].[Cs+].[Cs+]. Product: [Br:1][C:2]1[CH:7]=[CH:6][C:5]([NH:8][C:9](=[O:20])[C:10]2[CH:15]=[CH:14][C:13]([S:21][C:22]3[CH:27]=[CH:26][C:25]([OH:28])=[CH:24][CH:23]=3)=[C:12]([N+:17]([O-:19])=[O:18])[CH:11]=2)=[CH:4][CH:3]=1. The catalyst class is: 3. (4) Reactant: [NH:1]1[C:9]2[C:4](=[CH:5][CH:6]=[CH:7][CH:8]=2)[C:3]([C:10](=[O:18])[CH2:11][C:12]2[CH:17]=[CH:16][CH:15]=[CH:14][CH:13]=2)=[CH:2]1.[Br-:19].[Br-].[Br-].C1([N+](C)(C)C)C=CC=CC=1.C1([N+](C)(C)C)C=CC=CC=1.C1([N+](C)(C)C)C=CC=CC=1. Product: [Br:19][CH:11]([C:12]1[CH:17]=[CH:16][CH:15]=[CH:14][CH:13]=1)[C:10]([C:3]1[C:4]2[C:9](=[CH:8][CH:7]=[CH:6][CH:5]=2)[NH:1][CH:2]=1)=[O:18]. The catalyst class is: 1. (5) Reactant: [H-].[Na+].[Br:3][C:4]1[CH:12]=[CH:11][CH:10]=[C:9]2[C:5]=1[CH:6]=[CH:7][NH:8]2.[F:13][C:14]1[CH:21]=[CH:20][C:17]([CH2:18]Br)=[CH:16][CH:15]=1. Product: [Br:3][C:4]1[CH:12]=[CH:11][CH:10]=[C:9]2[C:5]=1[CH:6]=[CH:7][N:8]2[CH2:18][C:17]1[CH:20]=[CH:21][C:14]([F:13])=[CH:15][CH:16]=1. The catalyst class is: 1. (6) Reactant: [CH2:1]([O:8][C:9]1[CH:14]=[CH:13][C:12]([C:15]2[CH:20]([CH2:21][CH3:22])[CH:19]([CH3:23])[CH:18]([CH2:24][OH:25])[CH2:17][CH:16]=2)=[CH:11][CH:10]=1)[C:2]1[CH:7]=[CH:6][CH:5]=[CH:4][CH:3]=1.S(C)C.[OH-:29].[Na+].OO. Product: [CH2:1]([O:8][C:9]1[CH:10]=[CH:11][C:12]([CH:15]2[CH:20]([CH2:21][CH3:22])[CH:19]([CH3:23])[CH:18]([CH2:24][OH:25])[CH2:17][CH:16]2[OH:29])=[CH:13][CH:14]=1)[C:2]1[CH:3]=[CH:4][CH:5]=[CH:6][CH:7]=1. The catalyst class is: 375. (7) Reactant: [OH:1][C@H:2]1[CH2:6][N:5]([C:7](=[O:12])[C@@H:8]([NH:10][CH3:11])[CH3:9])[C@H:4]([C:13]([NH:15][CH2:16][C:17]2[CH:22]=[CH:21][C:20]([C:23]3[S:27][CH:26]=[N:25][C:24]=3[CH3:28])=[CH:19][CH:18]=2)=[O:14])[CH2:3]1.CCN(C(C)C)C(C)C.[CH2:38]([O:40][C:41]1[CH:42]=[C:43]([CH:47]=[CH:48][CH:49]=1)[C:44]([OH:46])=O)[CH3:39].CN(C(ON1N=NC2C=CC=NC1=2)=[N+](C)C)C.F[P-](F)(F)(F)(F)F. Product: [CH2:38]([O:40][C:41]1[CH:42]=[C:43]([CH:47]=[CH:48][CH:49]=1)[C:44]([N:10]([C@@H:8]([CH3:9])[C:7]([N:5]1[CH2:6][C@H:2]([OH:1])[CH2:3][C@H:4]1[C:13]([NH:15][CH2:16][C:17]1[CH:22]=[CH:21][C:20]([C:23]2[S:27][CH:26]=[N:25][C:24]=2[CH3:28])=[CH:19][CH:18]=1)=[O:14])=[O:12])[CH3:11])=[O:46])[CH3:39]. The catalyst class is: 3.